Predict the product of the given reaction. From a dataset of Forward reaction prediction with 1.9M reactions from USPTO patents (1976-2016). (1) Given the reactants [CH2:1]([O:3][C:4](=[O:25])[CH2:5][N:6]1[C:10]([CH3:11])=[C:9]([C:12]2[CH:17]=[CH:16][C:15]([C:18]([F:21])([F:20])[F:19])=[CH:14][C:13]=2[CH:22]=O)[C:8]([CH3:24])=[N:7]1)[CH3:2].[CH2:26]([NH2:28])[CH3:27], predict the reaction product. The product is: [CH2:1]([O:3][C:4](=[O:25])[CH2:5][N:6]1[C:10]([CH3:11])=[C:9]([C:12]2[CH:17]=[CH:16][C:15]([C:18]([F:21])([F:19])[F:20])=[CH:14][C:13]=2[CH2:22][NH:28][CH2:26][CH3:27])[C:8]([CH3:24])=[N:7]1)[CH3:2]. (2) Given the reactants [Cl:1][C:2]1[CH:7]=[CH:6][C:5]([O:8][C:9]2[CH:14]=[CH:13][C:12]([CH2:15][CH2:16]O)=[CH:11][CH:10]=2)=[CH:4][C:3]=1[C:18]([F:21])([F:20])[F:19].C1(P(C2C=CC=CC=2)C2C=CC=CC=2)C=CC=CC=1.C(Br)(Br)(Br)[Br:42], predict the reaction product. The product is: [Cl:1][C:2]1[CH:7]=[CH:6][C:5]([O:8][C:9]2[CH:14]=[CH:13][C:12]([CH2:15][CH2:16][Br:42])=[CH:11][CH:10]=2)=[CH:4][C:3]=1[C:18]([F:21])([F:20])[F:19]. (3) Given the reactants [CH:1]([C:3]1[CH:11]=[C:10]2[C:6]([CH:7]=[N:8][NH:9]2)=[CH:5][CH:4]=1)=[CH2:2], predict the reaction product. The product is: [CH2:1]([C:3]1[CH:11]=[C:10]2[C:6]([CH:7]=[N:8][NH:9]2)=[CH:5][CH:4]=1)[CH3:2]. (4) The product is: [CH2:25]1[C:34]2[C:29](=[CH:30][CH:31]=[CH:32][CH:33]=2)[CH2:28][CH2:27][N:26]1[CH2:2][CH2:3][CH2:4][CH2:5][CH2:6][CH2:7][N:8]([CH2:16][C:17]1[CH:22]=[CH:21][CH:20]=[CH:19][C:18]=1[O:23][CH3:24])[CH2:9][C:10]1[CH:15]=[CH:14][CH:13]=[CH:12][N:11]=1. Given the reactants Br[CH2:2][CH2:3][CH2:4][CH2:5][CH2:6][CH2:7][N:8]([CH2:16][C:17]1[CH:22]=[CH:21][CH:20]=[CH:19][C:18]=1[O:23][CH3:24])[CH2:9][C:10]1[CH:15]=[CH:14][CH:13]=[CH:12][N:11]=1.[CH2:25]1[C:34]2[C:29](=[CH:30][CH:31]=[CH:32][CH:33]=2)[CH2:28][CH2:27][NH:26]1.C(N(CC)CC)C, predict the reaction product. (5) Given the reactants [OH:1][C@@H:2]([CH2:13][NH:14][S:15]([C:18]1[CH:23]=[CH:22][CH:21]=[CH:20][N:19]=1)(=[O:17])=[O:16])[C@@H:3]([NH:5]C(=O)OC(C)(C)C)[CH3:4].O[C@H](CNS(C1C=CC=CN=1)(=O)=O)[C@@H](NC(=O)OC(C)(C)C)C.Cl.[C:48](=[O:81])(OC1C=CC([N+]([O-])=O)=CC=1)[O:49][C@H:50]([CH2:55][N:56]1[CH:60]=[CH:59][C:58]([C:61]2[CH:66]=[CH:65][C:64]([C:67]([F:70])([F:69])[F:68])=[CH:63][CH:62]=2)=[N:57]1)[C:51]([CH3:54])([CH3:53])[CH3:52].C(N(C(C)C)CC)(C)C.C(=O)(O)[O-].[Na+], predict the reaction product. The product is: [OH:1][C@@H:2]([CH2:13][NH:14][S:15]([C:18]1[CH:23]=[CH:22][CH:21]=[CH:20][N:19]=1)(=[O:17])=[O:16])[C@@H:3]([NH:5][C:48](=[O:81])[O:49][C@H:50]([CH2:55][N:56]1[CH:60]=[CH:59][C:58]([C:61]2[CH:66]=[CH:65][C:64]([C:67]([F:70])([F:68])[F:69])=[CH:63][CH:62]=2)=[N:57]1)[C:51]([CH3:53])([CH3:54])[CH3:52])[CH3:4]. (6) Given the reactants C([O:3][CH:4](OCC)[C:5]1[CH:6]=[C:7]([CH:11]2[C:16]3=[N:17][NH:18][C:19](=[O:24])[C:20]4[CH:21]=[CH:22][CH:23]=[C:14]([C:15]=43)[NH:13][CH:12]2[C:25]2[CH:30]=[CH:29][CH:28]=[CH:27][CH:26]=2)[CH:8]=[CH:9][CH:10]=1)C.C(=O)([O-])[O-].[K+].[K+], predict the reaction product. The product is: [O:24]=[C:19]1[C:20]2[CH:21]=[CH:22][CH:23]=[C:14]3[NH:13][CH:12]([C:25]4[CH:26]=[CH:27][CH:28]=[CH:29][CH:30]=4)[CH:11]([C:7]4[CH:6]=[C:5]([CH:10]=[CH:9][CH:8]=4)[CH:4]=[O:3])[C:16]([C:15]=23)=[N:17][NH:18]1. (7) Given the reactants [Cl:1][C:2]1[C:3]2[N:4]([C:16]([CH3:19])=[CH:17][CH:18]=2)[C:5]([C:8]([N:10]2[CH2:15][CH2:14][O:13][CH2:12][CH2:11]2)=[O:9])=[CH:6][N:7]=1.[F:20][C:21]([F:31])([F:30])[O:22][C:23]1[CH:24]=[C:25]([CH:27]=[CH:28][CH:29]=1)[NH2:26].CS(O)(=O)=O.Cl, predict the reaction product. The product is: [ClH:1].[CH3:19][C:16]1[N:4]2[C:5]([C:8]([N:10]3[CH2:15][CH2:14][O:13][CH2:12][CH2:11]3)=[O:9])=[CH:6][N:7]=[C:2]([NH:26][C:25]3[CH:27]=[CH:28][CH:29]=[C:23]([O:22][C:21]([F:20])([F:30])[F:31])[CH:24]=3)[C:3]2=[CH:18][CH:17]=1. (8) The product is: [SH:9][C:8]1[CH:7]=[CH:6][CH:5]=[C:4]([CH3:3])[C:12]=1[OH:11]. Given the reactants [OH-].[Na+].[CH3:3][C:4]1[C:12]2[O:11]C(=O)[S:9][C:8]=2[CH:7]=[CH:6][CH:5]=1, predict the reaction product. (9) The product is: [NH2:21][N:22]1[C:13]([CH2:12][C:8]2[CH:7]=[C:6]3[C:11](=[CH:10][CH:9]=2)[N:2]=[CH:3][CH:4]=[CH:5]3)=[N:15][N:16]=[C:17]1[SH:19]. Given the reactants [K+].[N:2]1[C:11]2[C:6](=[CH:7][C:8]([CH2:12][C:13]([NH:15][NH:16][C:17]([S-:19])=S)=O)=[CH:9][CH:10]=2)[CH:5]=[CH:4][CH:3]=1.O.[NH2:21][NH2:22].S, predict the reaction product. (10) Given the reactants [CH3:1][S:2]([C:5]1[CH:6]=[C:7]2[C:11](=[CH:12][CH:13]=1)[N:10]([CH2:14][C:15]1[CH:20]=[CH:19][C:18]([CH:21]3[CH2:26][CH2:25][N:24](C(OC(C)(C)C)=O)[CH2:23][CH2:22]3)=[CH:17][N:16]=1)[CH:9]=[CH:8]2)(=[O:4])=[O:3].FC(F)(F)C(O)=O, predict the reaction product. The product is: [CH3:1][S:2]([C:5]1[CH:6]=[C:7]2[C:11](=[CH:12][CH:13]=1)[N:10]([CH2:14][C:15]1[CH:20]=[CH:19][C:18]([CH:21]3[CH2:26][CH2:25][NH:24][CH2:23][CH2:22]3)=[CH:17][N:16]=1)[CH:9]=[CH:8]2)(=[O:4])=[O:3].